Dataset: Full USPTO retrosynthesis dataset with 1.9M reactions from patents (1976-2016). Task: Predict the reactants needed to synthesize the given product. Given the product [OH:8][C:5]1[CH:4]=[C:3]2[C:2](=[CH:7][CH:6]=1)[O:1][C:13]([CH3:15])([CH3:12])[CH2:10][C:9]2=[O:11], predict the reactants needed to synthesize it. The reactants are: [OH:1][C:2]1[CH:7]=[CH:6][C:5]([OH:8])=[CH:4][C:3]=1[C:9](=[O:11])[CH3:10].[CH3:12][C:13]([CH3:15])=O.N1CCCCC1.